From a dataset of Peptide-MHC class I binding affinity with 185,985 pairs from IEDB/IMGT. Regression. Given a peptide amino acid sequence and an MHC pseudo amino acid sequence, predict their binding affinity value. This is MHC class I binding data. The peptide sequence is RTMPNESRV. The MHC is HLA-A02:02 with pseudo-sequence HLA-A02:02. The binding affinity (normalized) is 0.543.